This data is from Reaction yield outcomes from USPTO patents with 853,638 reactions. The task is: Predict the reaction yield, written as a fraction of the theoretical maximum amount of product (1.0 means a 100% yield; for example, 0.34 means a 34% yield). The reactants are [F:1][C:2]([F:11])([F:10])[C:3]1[NH:4][CH2:5][CH:6]([OH:9])[CH2:7][N:8]=1.[N+](C1C=CC=CC=1)([O-])=O.C[O-].[Na+]. The catalyst is CO. The product is [F:11][C:2]([F:1])([F:10])[C:3]1[N:4]=[CH:5][C:6]([OH:9])=[CH:7][N:8]=1. The yield is 0.0840.